This data is from Forward reaction prediction with 1.9M reactions from USPTO patents (1976-2016). The task is: Predict the product of the given reaction. (1) Given the reactants Cl.[CH3:2][C:3]1[C:4]2[N:5]([C:9]([N:12]3[CH2:17][CH2:16][NH:15][CH2:14][CH2:13]3)=[N:10][CH:11]=2)[CH:6]=[CH:7][N:8]=1, predict the reaction product. The product is: [CH3:2][C:3]1[C:4]2[N:5]([C:9]([N:12]3[CH2:17][CH2:16][NH:15][CH2:14][CH2:13]3)=[N:10][CH:11]=2)[CH:6]=[CH:7][N:8]=1. (2) Given the reactants [CH:1]1([C:4]2[C:5]([C@@H:17]([CH2:26][CH2:27][CH2:28][OH:29])[CH2:18][C:19]([O:21][C:22]([CH3:25])([CH3:24])[CH3:23])=[O:20])=[N:6][O:7][C:8]=2[CH:9]2[CH2:12][CH:11]([CH2:13][CH:14]([CH3:16])[CH3:15])[CH2:10]2)[CH2:3][CH2:2]1.CC(OI1(OC(C)=O)(OC(C)=O)OC(=O)C2C=CC=CC1=2)=O.C(=O)([O-])O.[Na+].S([O-])([O-])(=O)=S.[Na+].[Na+], predict the reaction product. The product is: [CH:1]1([C:4]2[C:5]([C@@H:17]([CH2:26][CH2:27][CH:28]=[O:29])[CH2:18][C:19]([O:21][C:22]([CH3:23])([CH3:24])[CH3:25])=[O:20])=[N:6][O:7][C:8]=2[CH:9]2[CH2:10][CH:11]([CH2:13][CH:14]([CH3:16])[CH3:15])[CH2:12]2)[CH2:2][CH2:3]1. (3) Given the reactants [OH-].[Li+].[CH2:3]([O:7][C:8]1[CH:28]=[CH:27][C:11]([C:12]([NH:14][CH2:15][C@H:16]([N:21]2[CH2:26][CH2:25][CH2:24][CH2:23][CH2:22]2)[C:17]([O:19]C)=[O:18])=[O:13])=[CH:10][CH:9]=1)[C:4]#[C:5][CH3:6], predict the reaction product. The product is: [CH2:3]([O:7][C:8]1[CH:28]=[CH:27][C:11]([C:12]([NH:14][CH2:15][C@H:16]([N:21]2[CH2:22][CH2:23][CH2:24][CH2:25][CH2:26]2)[C:17]([OH:19])=[O:18])=[O:13])=[CH:10][CH:9]=1)[C:4]#[C:5][CH3:6]. (4) Given the reactants [C:1]([C:3]1[CH:4]=[C:5]([N:9]2[C@@:13]3([CH2:18][CH2:17][N:16](C(OCC4C=CC=CC=4)=O)[C@@H:15]([CH3:29])[CH2:14]3)[C:12](=[O:30])[NH:11][C:10]2=[O:31])[CH:6]=[CH:7][CH:8]=1)#[N:2].[H][H], predict the reaction product. The product is: [CH3:29][C@@H:15]1[NH:16][CH2:17][CH2:18][C@@:13]2([N:9]([C:5]3[CH:4]=[C:3]([CH:8]=[CH:7][CH:6]=3)[C:1]#[N:2])[C:10](=[O:31])[NH:11][C:12]2=[O:30])[CH2:14]1. (5) The product is: [ClH:49].[ClH:49].[CH:1]1([CH2:4][CH2:5][N:6]2[C:10]3[CH:11]=[CH:12][CH:13]=[CH:14][C:9]=3[N:8]=[C:7]2[C:15]([N:17]([CH2:39][CH:40]([CH3:42])[CH3:41])[C@H:18]2[CH2:23][C@@H:22]([C:24]([N:26]3[CH2:27][CH2:28][O:29][CH2:30][CH2:31]3)=[O:25])[CH2:21][NH:20][CH2:19]2)=[O:16])[CH2:2][CH2:3]1. Given the reactants [CH:1]1([CH2:4][CH2:5][N:6]2[C:10]3[CH:11]=[CH:12][CH:13]=[CH:14][C:9]=3[N:8]=[C:7]2[C:15]([N:17]([CH2:39][CH:40]([CH3:42])[CH3:41])[C@H:18]2[CH2:23][C@@H:22]([C:24]([N:26]3[CH2:31][CH2:30][O:29][CH2:28][CH2:27]3)=[O:25])[CH2:21][N:20](C(OC(C)(C)C)=O)[CH2:19]2)=[O:16])[CH2:3][CH2:2]1.C(OCC)(=O)C.[ClH:49], predict the reaction product. (6) Given the reactants O.[C:2]([O:7][CH2:8][CH2:9][N:10]([CH3:12])[CH3:11])(=[O:6])[C:3]([CH3:5])=[CH2:4].[C:13]([O:17][CH2:18][CH3:19])(=[O:16])[CH:14]=C.S(OOS([O-])(=O)=O)([O-])(=O)=O.[Na+].[Na+], predict the reaction product. The product is: [CH3:5][C:3]([C:2]([O:7][CH2:8][CH2:9][N:10]([CH3:12])[CH3:11])=[O:6])=[CH2:4].[CH3:14][C:13](=[O:16])[O:17][CH2:18][CH3:19]. (7) Given the reactants [F:1][C:2]1[CH:3]=[C:4]([CH2:8][CH2:9][CH2:10][C:11](=[O:20])[CH2:12][C:13](=O)[C:14]([O:16][CH2:17][CH3:18])=[O:15])[CH:5]=[CH:6][CH:7]=1.Cl.[NH2:22]O, predict the reaction product. The product is: [F:1][C:2]1[CH:3]=[C:4]([CH2:8][CH2:9][CH2:10][C:11]2[O:20][N:22]=[C:13]([C:14]([O:16][CH2:17][CH3:18])=[O:15])[CH:12]=2)[CH:5]=[CH:6][CH:7]=1. (8) Given the reactants [CH3:1][NH:2][CH2:3][CH2:4][CH2:5][CH2:6][CH3:7].Br[CH2:9][CH2:10][CH2:11][CH2:12][CH2:13][O:14][C:15]1[C:16]([O:35][CH3:36])=[CH:17][CH:18]=[C:19]2[C:24]=1[O:23][C:22](=[O:25])[CH:21]=[C:20]2[NH:26][C:27]1[C:32]([Cl:33])=[CH:31][N:30]=[CH:29][C:28]=1[Cl:34], predict the reaction product. The product is: [Cl:34][C:28]1[CH:29]=[N:30][CH:31]=[C:32]([Cl:33])[C:27]=1[NH:26][C:20]1[C:19]2[C:24](=[C:15]([O:14][CH2:13][CH2:12][CH2:11][CH2:10][CH2:9][N:2]([CH3:1])[CH2:3][CH2:4][CH2:5][CH2:6][CH3:7])[C:16]([O:35][CH3:36])=[CH:17][CH:18]=2)[O:23][C:22](=[O:25])[CH:21]=1. (9) Given the reactants [C:1]([O:20][CH2:21][CH:22]([CH2:25][OH:26])[O:23]C)(=O)[CH2:2][CH2:3][CH2:4][CH2:5][CH2:6][CH2:7]C/C=C\CCCCCCCC.C(OCC(CO)O)C1C=CC=CC=1.[Si:40](Cl)([C:43]([CH3:46])([CH3:45])[CH3:44])([CH3:42])[CH3:41], predict the reaction product. The product is: [CH2:1]([O:20][CH2:21][CH:22]([CH2:25][O:26][Si:40]([C:43]([CH3:46])([CH3:45])[CH3:44])([CH3:42])[CH3:41])[OH:23])[C:2]1[CH:3]=[CH:4][CH:5]=[CH:6][CH:7]=1.